From a dataset of Reaction yield outcomes from USPTO patents with 853,638 reactions. Predict the reaction yield, written as a fraction of the theoretical maximum amount of product (1.0 means a 100% yield; for example, 0.34 means a 34% yield). No catalyst specified. The product is [N:1]1([C:10]2[S:14][C:13]([C:15]([NH2:28])=[O:17])=[C:12]([O:19][CH2:20][C:21]3[CH:26]=[CH:25][C:24]([Cl:27])=[CH:23][CH:22]=3)[CH:11]=2)[C:5]2[CH:6]=[CH:7][CH:8]=[CH:9][C:4]=2[N:3]=[CH:2]1. The yield is 0.130. The reactants are [N:1]1([C:10]2[S:14][C:13]([C:15]([O:17]C)=O)=[C:12]([O:19][CH2:20][C:21]3[CH:26]=[CH:25][C:24]([Cl:27])=[CH:23][CH:22]=3)[CH:11]=2)[C:5]2[CH:6]=[CH:7][CH:8]=[CH:9][C:4]=2[N:3]=[CH:2]1.[NH3:28].